From a dataset of Peptide-MHC class I binding affinity with 185,985 pairs from IEDB/IMGT. Regression. Given a peptide amino acid sequence and an MHC pseudo amino acid sequence, predict their binding affinity value. This is MHC class I binding data. (1) The peptide sequence is GANGSTAEQL. The MHC is HLA-A02:01 with pseudo-sequence HLA-A02:01. The binding affinity (normalized) is 0. (2) The peptide sequence is LLIQGLKTV. The binding affinity (normalized) is 0.0847. The MHC is HLA-B15:17 with pseudo-sequence HLA-B15:17.